Dataset: Reaction yield outcomes from USPTO patents with 853,638 reactions. Task: Predict the reaction yield, written as a fraction of the theoretical maximum amount of product (1.0 means a 100% yield; for example, 0.34 means a 34% yield). The reactants are [C:1]([O:5][C:6]([NH:8][C@@H:9]([CH2:14][CH2:15][CH2:16][C@@H:17]([C@@H:23]([O:36][Si:37]([CH:44]([CH3:46])[CH3:45])([CH:41]([CH3:43])[CH3:42])[CH:38]([CH3:40])[CH3:39])[C@@H:24]([O:26][CH2:27][C:28]1[CH:33]=[CH:32][C:31]([O:34][CH3:35])=[CH:30][CH:29]=1)[CH3:25])[CH2:18][CH2:19][CH:20]([CH3:22])[CH3:21])[C:10]([O:12]C)=[O:11])=[O:7])([CH3:4])([CH3:3])[CH3:2].[Li+].[OH-]. The catalyst is C1COCC1.O.CCOC(C)=O. The product is [C:1]([O:5][C:6]([NH:8][C@@H:9]([CH2:14][CH2:15][CH2:16][C@@H:17]([C@@H:23]([O:36][Si:37]([CH:38]([CH3:40])[CH3:39])([CH:41]([CH3:43])[CH3:42])[CH:44]([CH3:46])[CH3:45])[C@@H:24]([O:26][CH2:27][C:28]1[CH:29]=[CH:30][C:31]([O:34][CH3:35])=[CH:32][CH:33]=1)[CH3:25])[CH2:18][CH2:19][CH:20]([CH3:22])[CH3:21])[C:10]([OH:12])=[O:11])=[O:7])([CH3:2])([CH3:4])[CH3:3]. The yield is 1.00.